From a dataset of Reaction yield outcomes from USPTO patents with 853,638 reactions. Predict the reaction yield, written as a fraction of the theoretical maximum amount of product (1.0 means a 100% yield; for example, 0.34 means a 34% yield). (1) The reactants are Cl[C:2]1[N:7]=[C:6]([O:8][CH3:9])[CH:5]=[CH:4][N:3]=1.[CH:10]([C:12]1[CH:13]=[C:14](B(O)O)[CH:15]=[CH:16][CH:17]=1)=[O:11]. No catalyst specified. The product is [CH3:9][O:8][C:6]1[CH:5]=[CH:4][N:3]=[C:2]([C:16]2[CH:17]=[C:12]([CH:13]=[CH:14][CH:15]=2)[CH:10]=[O:11])[N:7]=1. The yield is 0.350. (2) The reactants are [C:1]([O:5][C:6]([N:8]1[CH2:13][CH2:12][N:11]([C:14]2[C:15](=[O:33])[N:16]([CH2:29][CH:30]([CH3:32])[CH3:31])[N:17]=[C:18]([C:21]3[CH:26]=[CH:25][C:24](C)=[C:23](F)[CH:22]=3)[C:19]=2[CH3:20])[CH2:10][CH2:9]1)=[O:7])([CH3:4])([CH3:3])[CH3:2].C(N1C(=O)C(C[O:46][S:47]([CH3:50])(=O)=[O:48])=CC(C2C=CC(S(C)(=O)=O)=CC=2)=N1)C(C)C.N1(C(OC(C)(C)C)=O)CCNCC1. No catalyst specified. The product is [C:1]([O:5][C:6]([N:8]1[CH2:13][CH2:12][N:11]([C:14]2[C:15](=[O:33])[N:16]([CH2:29][CH:30]([CH3:32])[CH3:31])[N:17]=[C:18]([C:21]3[CH:26]=[CH:25][C:24]([S:47]([CH3:50])(=[O:48])=[O:46])=[CH:23][CH:22]=3)[C:19]=2[CH3:20])[CH2:10][CH2:9]1)=[O:7])([CH3:4])([CH3:3])[CH3:2]. The yield is 0.759. (3) The reactants are Cl[C:2]1[CH:7]=[CH:6][CH:5]=[CH:4][C:3]=1[CH3:8].[CH2:9]([NH2:15])[CH2:10][CH2:11][CH2:12][CH2:13][CH3:14].CC(C)([O-])C.[Na+]. The catalyst is C1(C)C=CC=CC=1.C1C=CC(/C=C/C(/C=C/C2C=CC=CC=2)=O)=CC=1.C1C=CC(/C=C/C(/C=C/C2C=CC=CC=2)=O)=CC=1.[Pd]. The product is [CH2:9]([NH:15][C:2]1[CH:7]=[CH:6][CH:5]=[CH:4][C:3]=1[CH3:8])[CH2:10][CH2:11][CH2:12][CH2:13][CH3:14]. The yield is 0.920. (4) The reactants are [OH:1][C:2]1[CH:3]=[C:4]([NH:45][S:46]([C:49]2[CH:54]=[CH:53][C:52]([O:55]C)=[CH:51][CH:50]=2)(=[O:48])=[O:47])[CH:5]=[C:6]([C:8]2[C:16]3[C:15]([NH:17][C@H:18]([C:20]4[N:25]([C:26]5[CH:31]=[CH:30][CH:29]=[CH:28][CH:27]=5)[C:24](=[O:32])[C:23]5=[C:33]([CH3:36])[CH:34]=[CH:35][N:22]5[N:21]=4)[CH3:19])=[N:14][CH:13]=[N:12][C:11]=3[N:10](COCC[Si](C)(C)C)[CH:9]=2)[CH:7]=1.B(Br)(Br)Br.N. The catalyst is ClCCl. The product is [OH:55][C:52]1[CH:51]=[CH:50][C:49]([S:46]([NH:45][C:4]2[CH:5]=[C:6]([C:8]3[C:16]4[C:15]([NH:17][C@H:18]([C:20]5[N:25]([C:26]6[CH:31]=[CH:30][CH:29]=[CH:28][CH:27]=6)[C:24](=[O:32])[C:23]6=[C:33]([CH3:36])[CH:34]=[CH:35][N:22]6[N:21]=5)[CH3:19])=[N:14][CH:13]=[N:12][C:11]=4[NH:10][CH:9]=3)[CH:7]=[C:2]([OH:1])[CH:3]=2)(=[O:48])=[O:47])=[CH:54][CH:53]=1. The yield is 0.110.